Dataset: Forward reaction prediction with 1.9M reactions from USPTO patents (1976-2016). Task: Predict the product of the given reaction. (1) Given the reactants [NH2:1][C:2]1[C:15]([NH2:16])=[C:14]2[C:9]([N:10]=[CH:11][CH:12]=[CH:13]2)=[C:8]2[C:3]=1[CH:4]=[CH:5][CH:6]=[N:7]2.[N:17]1[CH:22]=[CH:21][CH:20]=[CH:19][C:18]=1[C:23](O)=O, predict the reaction product. The product is: [N:17]1[CH:22]=[CH:21][CH:20]=[CH:19][C:18]=1[C:23]1[NH:1][C:2]2[C:15]([N:16]=1)=[C:14]1[C:9](=[C:8]3[C:3]=2[CH:4]=[CH:5][CH:6]=[N:7]3)[N:10]=[CH:11][CH:12]=[CH:13]1. (2) Given the reactants [CH3:1][N:2]1[C:6]2[CH:7]=[C:8]([CH:11]([C:13]3[N:17]4[N:18]=[C:19]([C:22]5[CH:23]=[N:24][N:25]([CH2:27][CH2:28][O:29]C6CCCCO6)[CH:26]=5)[CH:20]=[CH:21][C:16]4=[N:15][CH:14]=3)[CH3:12])[CH:9]=[CH:10][C:5]=2[N:4]=[CH:3]1.Cl, predict the reaction product. The product is: [CH3:1][N:2]1[C:6]2[CH:7]=[C:8]([CH:11]([C:13]3[N:17]4[N:18]=[C:19]([C:22]5[CH:23]=[N:24][N:25]([CH2:27][CH2:28][OH:29])[CH:26]=5)[CH:20]=[CH:21][C:16]4=[N:15][CH:14]=3)[CH3:12])[CH:9]=[CH:10][C:5]=2[N:4]=[CH:3]1. (3) Given the reactants [N:1]1[O:2][N:3]=[C:4]2[C:9]([CH:10]=O)=[CH:8][CH:7]=[CH:6][C:5]=12.[NH2:12][C:13]1[CH:17]=[CH:16][NH:15][N:14]=1.[C:18]([N:21]1[CH2:26][CH2:25][CH:24]([C:27](=O)[CH2:28][C:29]#[N:30])[CH2:23][CH2:22]1)(=[O:20])[CH3:19], predict the reaction product. The product is: [C:18]([N:21]1[CH2:22][CH2:23][CH:24]([C:27]2[NH:12][C:13]3=[N:14][NH:15][CH:16]=[C:17]3[CH:10]([C:9]3[C:4]4[C:5](=[N:1][O:2][N:3]=4)[CH:6]=[CH:7][CH:8]=3)[C:28]=2[C:29]#[N:30])[CH2:25][CH2:26]1)(=[O:20])[CH3:19]. (4) Given the reactants C(OC(=O)[N:10]([CH2:12][CH2:13][O:14][C:15]1[CH:20]=[CH:19][CH:18]=[CH:17][C:16]=1[C:21]1([NH2:24])[CH2:23][CH2:22]1)[CH3:11])C1C=CC=CC=1.Br[C:27]1[C:28](=[O:46])[N:29]([C:34]2[CH:35]=[C:36]([CH:41]=[C:42]([F:45])[C:43]=2[CH3:44])[C:37]([O:39][CH3:40])=[O:38])[CH:30]=[C:31]([Br:33])[N:32]=1.C(N(CC)[CH:51]([CH3:53])[CH3:52])(C)C, predict the reaction product. The product is: [CH2:40]([O:39][C:37]([CH2:11][NH:10][CH2:12][CH2:13][O:14][C:15]1[CH:20]=[CH:19][CH:18]=[CH:17][C:16]=1[C:21]1([NH:24][C:27]2[C:28](=[O:46])[N:29]([C:34]3[CH:35]=[C:36]([CH:41]=[C:42]([F:45])[C:43]=3[CH3:44])[C:37]([O:39][CH3:40])=[O:38])[CH:30]=[C:31]([Br:33])[N:32]=2)[CH2:22][CH2:23]1)=[O:38])[C:52]1[CH:51]=[CH:53][CH:35]=[CH:34][CH:43]=1. (5) The product is: [CH2:1]([N:4]1[CH2:9][CH:8]2[CH:6]([C:7]2([C:10]2[CH:15]=[CH:14][CH:13]=[C:12]([NH2:16])[CH:11]=2)[CH3:19])[C:5]1=[O:20])[CH:2]=[CH2:3]. Given the reactants [CH2:1]([N:4]1[CH2:9][CH:8]2[CH:6]([C:7]2([CH3:19])[C:10]2[CH:15]=[CH:14][CH:13]=[C:12]([N+:16]([O-])=O)[CH:11]=2)[C:5]1=[O:20])[CH:2]=[CH2:3].[Cl-].[Ca+2].[Cl-], predict the reaction product. (6) The product is: [C:1]([O:5][C:6]([N:8]1[C:16]2[C:11](=[CH:12][CH:13]=[C:14]([CH:17]=[O:18])[CH:15]=2)[CH:10]=[C:9]1[C:19]1[CH:24]=[C:23]([Cl:33])[N:22]=[N:21][C:20]=1[O:31][CH3:32])=[O:7])([CH3:4])([CH3:3])[CH3:2]. Given the reactants [C:1]([O:5][C:6]([N:8]1[C:16]2[C:11](=[CH:12][CH:13]=[C:14]([CH2:17][OH:18])[CH:15]=2)[CH:10]=[C:9]1[C:19]1[CH:24]=[C:23](C2C=CN=CC=2)[N:22]=[N:21][C:20]=1[O:31][CH3:32])=[O:7])([CH3:4])([CH3:3])[CH3:2].[Cl:33]CCl, predict the reaction product.